This data is from Forward reaction prediction with 1.9M reactions from USPTO patents (1976-2016). The task is: Predict the product of the given reaction. (1) Given the reactants [I:1][C:2]1[C:19]([O:20][CH2:21][C:22]2[CH:27]=[CH:26][CH:25]=[CH:24][CH:23]=2)=[CH:18][C:5]2[CH2:6][CH2:7][N:8](C(OC(C)(C)C)=O)[CH2:9][CH2:10][C:4]=2[CH:3]=1.C(OC1C=CC2CCNCCC=2C=1)C1C=CC=CC=1, predict the reaction product. The product is: [I:1][C:2]1[C:19]([O:20][CH2:21][C:22]2[CH:27]=[CH:26][CH:25]=[CH:24][CH:23]=2)=[CH:18][C:5]2[CH2:6][CH2:7][NH:8][CH2:9][CH2:10][C:4]=2[CH:3]=1. (2) Given the reactants C(C1[CH:10]=[CH:9][C:6]([CH:7]=[O:8])=CC=1)=C.[CH2:11](O)[CH2:12]O.[OH2:15].[C:16]1([CH3:22])[CH:21]=[CH:20][CH:19]=[CH:18][CH:17]=1, predict the reaction product. The product is: [O:8]=[C:7]1[CH2:6][CH2:9][C:10](=[O:15])[CH:22]1[C:16]1[CH:21]=[CH:20][C:19]([CH:11]=[CH2:12])=[CH:18][CH:17]=1. (3) Given the reactants [Br:1][C:2]1[C:3](=[O:31])[N:4]([C:20]2[CH:21]=[C:22]([CH:27]=[CH:28][C:29]=2[CH3:30])[C:23]([NH:25][CH3:26])=[O:24])[C:5]([CH2:18][OH:19])=[CH:6][C:7]=1[O:8][CH2:9][C:10]1[CH:15]=[CH:14][C:13]([F:16])=[CH:12][C:11]=1[F:17].N1C=CC=CC=1.[C:38](OC(=O)C)(=[O:40])[CH3:39], predict the reaction product. The product is: [C:38]([O:19][CH2:18][C:5]1[N:4]([C:20]2[CH:21]=[C:22]([C:23]([NH:25][CH3:26])=[O:24])[CH:27]=[CH:28][C:29]=2[CH3:30])[C:3](=[O:31])[C:2]([Br:1])=[C:7]([O:8][CH2:9][C:10]2[CH:15]=[CH:14][C:13]([F:16])=[CH:12][C:11]=2[F:17])[CH:6]=1)(=[O:40])[CH3:39]. (4) Given the reactants [N+:1]([C:4]1[CH:9]=[CH:8][C:7]([CH2:10][C:11]#[N:12])=[CH:6][CH:5]=1)([O-:3])=[O:2].C(Cl)Cl.Cl.[CH3:17][CH2:18][OH:19], predict the reaction product. The product is: [N+:1]([C:4]1[CH:5]=[CH:6][C:7]([CH2:10][C:11](=[NH:12])[O:19][CH2:18][CH3:17])=[CH:8][CH:9]=1)([O-:3])=[O:2]. (5) Given the reactants C[O:2][C:3](=[O:16])[CH2:4][CH2:5][C:6]1[CH:15]=[CH:14][C:9]([C:10]([O:12][CH3:13])=[O:11])=[CH:8][CH:7]=1.[OH-].[Na+], predict the reaction product. The product is: [CH3:13][O:12][C:10]([C:9]1[CH:14]=[CH:15][C:6]([CH2:5][CH2:4][C:3]([OH:16])=[O:2])=[CH:7][CH:8]=1)=[O:11]. (6) Given the reactants Br[C:2]1[CH:3]=[C:4]([C:11]([CH3:25])([CH3:24])[CH2:12][C:13]2([C:20]([F:23])([F:22])[F:21])[CH2:17][O:16][C:15]([CH3:19])([CH3:18])[O:14]2)[C:5]2[O:9][CH2:8][CH2:7][C:6]=2[CH:10]=1.[Li]CCCC.Cl[N:32]1[C:36](=O)CC[C:33]1=O.[S:39](Cl)(Cl)(=[O:41])=[O:40].CNC, predict the reaction product. The product is: [CH3:33][N:32]([CH3:36])[S:39]([C:2]1[CH:3]=[C:4]([C:11]([CH3:25])([CH3:24])[CH2:12][C:13]2([C:20]([F:23])([F:22])[F:21])[CH2:17][O:16][C:15]([CH3:19])([CH3:18])[O:14]2)[C:5]2[O:9][CH2:8][CH2:7][C:6]=2[CH:10]=1)(=[O:41])=[O:40]. (7) Given the reactants [C:1]1([C:20]2[CH:25]=[CH:24][CH:23]=[CH:22][CH:21]=2)[CH:6]=[CH:5][CH:4]=[CH:3][C:2]=1[NH:7][C:8]1[CH:13]=[CH:12][C:11]([C:14]2[CH:19]=[CH:18][CH:17]=[CH:16][CH:15]=2)=[CH:10][CH:9]=1.Br[C:27]1[CH:39]=[CH:38][C:37]2[C:36]3[C:31](=[CH:32][C:33]([C:40]4[CH:45]=[CH:44][CH:43]=[CH:42][CH:41]=4)=[CH:34][CH:35]=3)[C:30]([C:53]3[CH:58]=[CH:57][CH:56]=[CH:55][CH:54]=3)([C:46]3[CH:51]=[CH:50][C:49]([CH3:52])=[CH:48][CH:47]=3)[C:29]=2[CH:28]=1.C(P(C(C)(C)C)C(C)(C)C)(C)(C)C.CC(C)([O-])C.[Na+], predict the reaction product. The product is: [C:11]1([C:14]2[CH:19]=[CH:18][CH:17]=[CH:16][CH:15]=2)[CH:12]=[CH:13][C:8]([N:7]([C:2]2[CH:3]=[CH:4][CH:5]=[CH:6][C:1]=2[C:20]2[CH:25]=[CH:24][CH:23]=[CH:22][CH:21]=2)[C:27]2[CH:39]=[CH:38][C:37]3[C:36]4[C:31](=[CH:32][C:33]([C:40]5[CH:45]=[CH:44][CH:43]=[CH:42][CH:41]=5)=[CH:34][CH:35]=4)[C:30]([C:53]4[CH:58]=[CH:57][CH:56]=[CH:55][CH:54]=4)([C:46]4[CH:47]=[CH:48][C:49]([CH3:52])=[CH:50][CH:51]=4)[C:29]=3[CH:28]=2)=[CH:9][CH:10]=1. (8) Given the reactants P(Cl)(Cl)(Cl)=O.[CH2:6]([O:9][C:10]1[C:11]([C:24](=O)[CH3:25])=[CH:12][C:13]2[C:14]([CH3:23])([CH3:22])[CH2:15][CH2:16][C:17]([CH3:21])([CH3:20])[C:18]=2[CH:19]=1)[CH2:7][CH3:8].C([O-])(O)=O.[Na+].[OH-].[Na+], predict the reaction product. The product is: [C:24]([C:11]1[CH:12]=[C:13]2[C:18](=[CH:19][C:10]=1[O:9][CH2:6][CH2:7][CH3:8])[C:17]([CH3:21])([CH3:20])[CH2:16][CH2:15][C:14]2([CH3:22])[CH3:23])#[CH:25].